Dataset: Catalyst prediction with 721,799 reactions and 888 catalyst types from USPTO. Task: Predict which catalyst facilitates the given reaction. (1) Reactant: [CH2:1]([NH2:5])[CH2:2][CH2:3][CH3:4].[P:6](Cl)([C:13]1[CH:18]=[CH:17][CH:16]=[CH:15][CH:14]=1)[C:7]1[CH:12]=[CH:11][CH:10]=[CH:9][CH:8]=1.C(N(CC)CC)C. The catalyst class is: 27. Product: [P:6]([NH:5][CH2:1][CH2:2][CH2:3][CH3:4])([C:13]1[CH:14]=[CH:15][CH:16]=[CH:17][CH:18]=1)[C:7]1[CH:12]=[CH:11][CH:10]=[CH:9][CH:8]=1. (2) Reactant: [N:1]1([CH2:7][CH2:8][NH2:9])[CH2:6][CH2:5][CH2:4][CH2:3][CH2:2]1.Cl[C:11]1[N:12]=[N+:13]([O-:24])[C:14]2[CH:20]=[CH:19][C:18]([CH:21]([CH3:23])[CH3:22])=[CH:17][C:15]=2[N:16]=1. Product: [CH:21]([C:18]1[CH:19]=[CH:20][C:14]2[N+:13]([O-:24])=[N:12][C:11]([NH:9][CH2:8][CH2:7][N:1]3[CH2:6][CH2:5][CH2:4][CH2:3][CH2:2]3)=[N:16][C:15]=2[CH:17]=1)([CH3:23])[CH3:22]. The catalyst class is: 57. (3) Reactant: [C:1]([O:5][C:6](=[O:19])[NH:7][CH2:8][C@@H:9]1[CH2:11][C@H:10]1[C:12]1[CH:17]=[CH:16][CH:15]=[CH:14][C:13]=1[NH2:18])([CH3:4])([CH3:3])[CH3:2].[F:20][C:21]([F:32])([F:31])[C:22]1[CH:27]=[CH:26][C:25]([N:28]=[C:29]=[O:30])=[CH:24][CH:23]=1. Product: [C:1]([O:5][C:6](=[O:19])[NH:7][CH2:8][C@@H:9]1[CH2:11][C@H:10]1[C:12]1[CH:17]=[CH:16][CH:15]=[CH:14][C:13]=1[NH:18][C:29]([NH:28][C:25]1[CH:24]=[CH:23][C:22]([C:21]([F:20])([F:31])[F:32])=[CH:27][CH:26]=1)=[O:30])([CH3:4])([CH3:2])[CH3:3]. The catalyst class is: 230. (4) Reactant: [CH3:1][C:2]1[CH:3]=[N:4][C:5]([CH2:11][S+:12]([O-:24])[C:13]2[N-:14][C:15]3[CH:16]=[CH:17][C:18]([O:22][CH3:23])=[CH:19][C:20]=3[N:21]=2)=[C:6]([CH3:10])[C:7]=1[O:8][CH3:9].[Na+].[Mg+2:26].[Cl-].[Cl-]. Product: [CH3:1][C:2]1[CH:3]=[N:4][C:5]([CH2:11][S+:12]([O-:24])[C:13]2[N-:14][C:15]3[CH:16]=[CH:17][C:18]([O:22][CH3:23])=[CH:19][C:20]=3[N:21]=2)=[C:6]([CH3:10])[C:7]=1[O:8][CH3:9].[CH3:1][C:2]1[CH:3]=[N:4][C:5]([CH2:11][S+:12]([O-:24])[C:13]2[N-:14][C:15]3[CH:16]=[CH:17][C:18]([O:22][CH3:23])=[CH:19][C:20]=3[N:21]=2)=[C:6]([CH3:10])[C:7]=1[O:8][CH3:9].[Mg+2:26]. The catalyst class is: 6. (5) Reactant: [N:1]1([C:7]([O:9][C:10]([CH3:13])([CH3:12])[CH3:11])=[O:8])[CH2:6][CH2:5][NH:4][CH2:3][CH2:2]1.CCN(CC)CC.[CH3:21][S:22](Cl)(=[O:24])=[O:23]. Product: [CH3:21][S:22]([N:4]1[CH2:5][CH2:6][N:1]([C:7]([O:9][C:10]([CH3:13])([CH3:12])[CH3:11])=[O:8])[CH2:2][CH2:3]1)(=[O:24])=[O:23]. The catalyst class is: 2.